The task is: Predict the product of the given reaction.. This data is from Forward reaction prediction with 1.9M reactions from USPTO patents (1976-2016). (1) Given the reactants [C:1]([OH:10])(=[O:9])[C@@H:2]([C@H:4]([C:6]([OH:8])=[O:7])[OH:5])[OH:3].[N:11]1[C:20]2[CH:19]=[C:18]3[CH2:21][CH2:22][NH:23][CH2:24][CH2:25][C:17]3=[CH:16][C:15]=2[N:14]=[CH:13][CH:12]=1, predict the reaction product. The product is: [C:6]([C@@H:4]([C@H:2]([C:1]([O-:10])=[O:9])[OH:3])[OH:5])([O-:8])=[O:7].[N:11]1[C:20]2[CH:19]=[C:18]3[CH2:21][CH2:22][NH2+:23][CH2:24][CH2:25][C:17]3=[CH:16][C:15]=2[N:14]=[CH:13][CH:12]=1.[N:11]1[C:1]2[CH:17]=[C:18]3[CH2:21][CH2:22][NH2+:23][CH2:24][CH2:25][C:6]3=[CH:4][C:2]=2[N:14]=[CH:13][CH:12]=1. (2) Given the reactants Cl[C:2]1[C:11]2[C:6](=[CH:7][CH:8]=[CH:9][CH:10]=2)[C:5]([OH:12])=[C:4]([C:13]([NH:15][CH2:16][C:17]([OH:19])=[O:18])=[O:14])[N:3]=1.[CH3:20][O:21][C:22]1[CH:23]=[C:24]([SH:28])[CH:25]=[CH:26][CH:27]=1, predict the reaction product. The product is: [OH:12][C:5]1[C:6]2[C:11](=[CH:10][CH:9]=[CH:8][CH:7]=2)[C:2]([S:28][C:24]2[CH:25]=[CH:26][CH:27]=[C:22]([O:21][CH3:20])[CH:23]=2)=[N:3][C:4]=1[C:13]([NH:15][CH2:16][C:17]([OH:19])=[O:18])=[O:14]. (3) Given the reactants [NH2:1][C@@H:2]1[CH2:7][CH2:6][CH2:5][N:4]([C:8]2[CH:16]=[CH:15][C:11]([C:12]([NH2:14])=[O:13])=[C:10]([NH:17][C:18]3[CH:23]=[CH:22][C:21]([C:24]([N:26]4[CH2:31][CH2:30][O:29][CH2:28][CH2:27]4)=[O:25])=[CH:20][CH:19]=3)[N:9]=2)[CH2:3]1.CCN(CC)CC.[C:39](Cl)(=[O:47])[O:40][C:41]1[CH:46]=[CH:45][CH:44]=[CH:43][CH:42]=1, predict the reaction product. The product is: [C:12]([C:11]1[CH:15]=[CH:16][C:8]([N:4]2[CH2:5][CH2:6][CH2:7][C@@H:2]([NH:1][C:39](=[O:47])[O:40][C:41]3[CH:46]=[CH:45][CH:44]=[CH:43][CH:42]=3)[CH2:3]2)=[N:9][C:10]=1[NH:17][C:18]1[CH:19]=[CH:20][C:21]([C:24]([N:26]2[CH2:31][CH2:30][O:29][CH2:28][CH2:27]2)=[O:25])=[CH:22][CH:23]=1)(=[O:13])[NH2:14].